From a dataset of Forward reaction prediction with 1.9M reactions from USPTO patents (1976-2016). Predict the product of the given reaction. (1) Given the reactants [Br:1][C:2]1[CH:11]=[C:10]2[C:5]([CH:6]=[CH:7][N:8]=[C:9]2[NH2:12])=[CH:4][CH:3]=1.[N:13]1[CH:18]=[CH:17][C:16]([C:19](=O)[CH2:20][C:21]([O:23]CC)=[O:22])=[CH:15][CH:14]=1.C([O-])(=[O:29])C.[NH4+].C1C=CC(C2C=CC=CC=2)=CC=1.C1C=CC(OC2C=CC=CC=2)=CC=1.Cl.C(O)(C)C.[OH2:62], predict the reaction product. The product is: [C:21]([OH:23])(=[O:22])[C:20]([OH:29])=[O:62].[Br:1][C:2]1[CH:11]=[C:10]2[C:5]([CH:6]=[CH:7][N:8]3[C:21](=[O:22])[CH:20]=[C:19]([C:16]4[CH:17]=[CH:18][N:13]=[CH:14][CH:15]=4)[N:12]=[C:9]32)=[CH:4][CH:3]=1. (2) The product is: [CH:1]1([C:4]2[N:13]=[C:12]([N:14]3[CH2:19][CH2:18][N:17]([C:20]4[CH:25]=[C:24]([NH2:40])[CH:23]=[CH:22][C:21]=4[O:27][CH3:28])[CH2:16][CH2:15]3)[C:11]3[C:6](=[CH:7][C:8]([O:31][CH3:32])=[C:9]([O:29][CH3:30])[CH:10]=3)[N:5]=2)[CH2:3][CH2:2]1. Given the reactants [CH:1]1([C:4]2[N:13]=[C:12]([N:14]3[CH2:19][CH2:18][N:17]([C:20]4[CH:25]=[CH:24][C:23](F)=[CH:22][C:21]=4[O:27][CH3:28])[CH2:16][CH2:15]3)[C:11]3[C:6](=[CH:7][C:8]([O:31][CH3:32])=[C:9]([O:29][CH3:30])[CH:10]=3)[N:5]=2)[CH2:3][CH2:2]1.FC1C=CC([N:40]2CCNCC2)=C(OC)C=1.COC1C=CC(N)=CC=1N1CCNCC1, predict the reaction product. (3) Given the reactants C[O:2][C:3]1[CH:8]=[CH:7][C:6]([CH2:9][CH2:10][C:11]([O:13][CH2:14][CH3:15])=[O:12])=[C:5]([C:16]([F:19])([F:18])[F:17])[C:4]=1[CH3:20].B(Br)(Br)Br, predict the reaction product. The product is: [OH:2][C:3]1[CH:8]=[CH:7][C:6]([CH2:9][CH2:10][C:11]([O:13][CH2:14][CH3:15])=[O:12])=[C:5]([C:16]([F:17])([F:18])[F:19])[C:4]=1[CH3:20]. (4) Given the reactants [NH2:1][C:2]1[CH:7]=[CH:6][C:5]([C:8]2[C:16]3[C:11](=[CH:12][N:13]=[CH:14][CH:15]=3)[NH:10][C:9]=2[C:17]([NH2:19])=[O:18])=[CH:4][CH:3]=1.[F:20][C:21]1[CH:26]=[CH:25][C:24]([N:27]=[C:28]=[O:29])=[CH:23][C:22]=1[C:30]([F:33])([F:32])[F:31], predict the reaction product. The product is: [F:20][C:21]1[CH:26]=[CH:25][C:24]([NH:27][C:28](=[O:29])[NH:1][C:2]2[CH:3]=[CH:4][C:5]([C:8]3[C:16]4[C:11](=[CH:12][N:13]=[CH:14][CH:15]=4)[NH:10][C:9]=3[C:17]([NH2:19])=[O:18])=[CH:6][CH:7]=2)=[CH:23][C:22]=1[C:30]([F:31])([F:32])[F:33]. (5) Given the reactants Cl.[N:2]1([NH2:8])[CH2:7][CH2:6][CH2:5][CH2:4][CH2:3]1.C[Al](C)C.[Cl:13][C:14]1[CH:19]=[CH:18][C:17]([C:20]2[N:21]=[C:22]([CH2:38][N:39]3[N:43]=[N:42][C:41]([CH:44]4[CH2:46][CH2:45]4)=[N:40]3)[C:23]([C:33](OCC)=[O:34])=[N:24][C:25]=2[C:26]2[CH:31]=[CH:30][C:29]([Cl:32])=[CH:28][CH:27]=2)=[CH:16][CH:15]=1, predict the reaction product. The product is: [Cl:13][C:14]1[CH:15]=[CH:16][C:17]([C:20]2[N:21]=[C:22]([CH2:38][N:39]3[N:43]=[N:42][C:41]([CH:44]4[CH2:46][CH2:45]4)=[N:40]3)[C:23]([C:33]([NH:8][N:2]3[CH2:7][CH2:6][CH2:5][CH2:4][CH2:3]3)=[O:34])=[N:24][C:25]=2[C:26]2[CH:27]=[CH:28][C:29]([Cl:32])=[CH:30][CH:31]=2)=[CH:18][CH:19]=1. (6) Given the reactants [Cl:1][C:2]1[CH:3]=[CH:4][C:5]([O:31][CH3:32])=[C:6]([NH:8][C:9](=[O:30])[CH2:10][N:11]2[C:15]3[CH2:16][N:17]([CH2:20][C:21]([O:23]CC)=[O:22])[CH2:18][CH2:19][C:14]=3[C:13]([C:26]([F:29])([F:28])[F:27])=[N:12]2)[CH:7]=1.CO.[OH-].[Li+], predict the reaction product. The product is: [Cl:1][C:2]1[CH:3]=[CH:4][C:5]([O:31][CH3:32])=[C:6]([NH:8][C:9](=[O:30])[CH2:10][N:11]2[C:15]3[CH2:16][N:17]([CH2:20][C:21]([OH:23])=[O:22])[CH2:18][CH2:19][C:14]=3[C:13]([C:26]([F:29])([F:28])[F:27])=[N:12]2)[CH:7]=1. (7) Given the reactants Cl[C:2]1[C:7]([C:8]#[C:9][C:10]2[CH:15]=[CH:14][C:13]([Cl:16])=[CH:12][CH:11]=2)=[CH:6][N:5]=[C:4]([N:17]=[CH:18][N:19]([CH:23]([CH3:25])[CH3:24])[CH:20]([CH3:22])[CH3:21])[N:3]=1.[NH:26]1[CH2:31][CH2:30][O:29][CH2:28][CH2:27]1, predict the reaction product. The product is: [Cl:16][C:13]1[CH:14]=[CH:15][C:10]([C:9]#[C:8][C:7]2[C:2]([N:26]3[CH2:31][CH2:30][O:29][CH2:28][CH2:27]3)=[N:3][C:4]([N:17]=[CH:18][N:19]([CH:23]([CH3:25])[CH3:24])[CH:20]([CH3:22])[CH3:21])=[N:5][CH:6]=2)=[CH:11][CH:12]=1.